Dataset: Peptide-MHC class II binding affinity with 134,281 pairs from IEDB. Task: Regression. Given a peptide amino acid sequence and an MHC pseudo amino acid sequence, predict their binding affinity value. This is MHC class II binding data. (1) The binding affinity (normalized) is 0.669. The peptide sequence is SEFIKFAEGRRGAAE. The MHC is HLA-DQA10201-DQB10301 with pseudo-sequence HLA-DQA10201-DQB10301. (2) The peptide sequence is GLALLSEAVLRGQAL. The MHC is DRB1_0701 with pseudo-sequence DRB1_0701. The binding affinity (normalized) is 0.220.